This data is from M1 muscarinic receptor antagonist screen with 61,756 compounds. The task is: Binary Classification. Given a drug SMILES string, predict its activity (active/inactive) in a high-throughput screening assay against a specified biological target. The compound is O=C(NC1CCCCC1)Nc1ccc(C(C)C)cc1. The result is 0 (inactive).